Dataset: Forward reaction prediction with 1.9M reactions from USPTO patents (1976-2016). Task: Predict the product of the given reaction. Given the reactants C(O[C:6](=O)[N:7](C)[CH:8]([C:20]1[O:24][N:23]=[C:22]([CH3:25])[N:21]=1)[CH2:9][C:10]1[CH:19]=[CH:18][C:17]2[C:12](=[CH:13][CH:14]=[CH:15][CH:16]=2)[CH:11]=1)(C)(C)C.[ClH:28], predict the reaction product. The product is: [ClH:28].[CH3:6][NH:7][CH:8]([C:20]1[O:24][N:23]=[C:22]([CH3:25])[N:21]=1)[CH2:9][C:10]1[CH:19]=[CH:18][C:17]2[C:12](=[CH:13][CH:14]=[CH:15][CH:16]=2)[CH:11]=1.